This data is from CYP3A4 inhibition data for predicting drug metabolism from PubChem BioAssay. The task is: Regression/Classification. Given a drug SMILES string, predict its absorption, distribution, metabolism, or excretion properties. Task type varies by dataset: regression for continuous measurements (e.g., permeability, clearance, half-life) or binary classification for categorical outcomes (e.g., BBB penetration, CYP inhibition). Dataset: cyp3a4_veith. (1) The drug is CC(=O)c1ccc(-n2nnnc2SCC(=O)Nc2cccc(NC(=O)c3ccco3)c2)cc1. The result is 1 (inhibitor). (2) The molecule is CCCc1nc2ccccc2c(C(=O)OCC(=O)Nc2cccc(S(=O)(=O)N3CCOCC3)c2)c1CC. The result is 0 (non-inhibitor). (3) The compound is COc1cccc(NC(=O)CSc2nc3ccccc3cc2Cc2ccccc2)c1. The result is 1 (inhibitor). (4) The result is 0 (non-inhibitor). The molecule is CC(=O)COc1ccc2c(C)c(C)c(=O)oc2c1. (5) The result is 1 (inhibitor). The molecule is O=C(NC1CCCC1)c1cnn2c(C(F)(F)F)cc(-c3ccco3)nc12. (6) The compound is N#C/C(=C\c1ccc(O)c(O)c1)C(=O)Nc1ccccc1. The result is 1 (inhibitor). (7) The drug is CC(C)[C@@H](OCc1ccccc1)[C@H](C)/C=N\OC[C@@H](O)COCc1ccco1. The result is 0 (non-inhibitor).